From a dataset of Full USPTO retrosynthesis dataset with 1.9M reactions from patents (1976-2016). Predict the reactants needed to synthesize the given product. (1) The reactants are: [H-].[Na+].[CH:3]1([CH2:9][CH2:10][CH2:11][CH:12]=O)[CH2:8][CH2:7][CH2:6][CH2:5][CH2:4]1.[OH2:14].[CH3:15][CH2:16][O:17][CH2:18][CH3:19]. Given the product [CH:3]1([CH2:9][CH2:10][CH2:11]/[CH:12]=[CH:15]/[C:16]([O:17][CH2:18][CH3:19])=[O:14])[CH2:4][CH2:5][CH2:6][CH2:7][CH2:8]1, predict the reactants needed to synthesize it. (2) Given the product [CH2:1]1[C:10]2[C:5](=[CH:6][CH:7]=[CH:8][CH:9]=2)[CH2:4][CH2:3][CH:2]1[CH2:11][O:12][C:14]1[N:15]=[C:16]([OH:24])[C:17]2[CH:23]=[CH:22][N:21]=[CH:20][C:18]=2[N:19]=1, predict the reactants needed to synthesize it. The reactants are: [CH2:1]1[C:10]2[C:5](=[CH:6][CH:7]=[CH:8][CH:9]=2)[CH2:4][CH2:3][CH:2]1[CH2:11][OH:12].Cl[C:14]1[N:15]=[C:16]([OH:24])[C:17]2[CH:23]=[CH:22][N:21]=[CH:20][C:18]=2[N:19]=1. (3) Given the product [CH3:9][C:7]1([CH3:8])[C:3]([CH3:16])([CH3:2])[O:4][B:5]([C:10]2[CH2:11][CH2:12][N:13]([CH:38]=[O:39])[CH2:14][CH:15]=2)[O:6]1, predict the reactants needed to synthesize it. The reactants are: Cl.[CH3:2][C:3]1([CH3:16])[C:7]([CH3:9])([CH3:8])[O:6][B:5]([C:10]2[CH2:11][CH2:12][NH:13][CH2:14][CH:15]=2)[O:4]1.Cl.C(N=C=NCCCN(C)C)C.C(N(CC)C(C)C)(C)C.[CH:38](O)=[O:39]. (4) Given the product [CH2:15]([NH:14][C:12]([NH:11][C:8]1[S:9][C:10]2[C:2]([C:24]3[CH:23]=[N:22][CH:27]=[CH:26][CH:25]=3)=[CH:3][C:4]([N:17]3[CH:21]=[CH:20][CH:19]=[N:18]3)=[CH:5][C:6]=2[N:7]=1)=[O:13])[CH3:16], predict the reactants needed to synthesize it. The reactants are: Br[C:2]1[C:10]2[S:9][C:8]([NH:11][C:12]([NH:14][CH2:15][CH3:16])=[O:13])=[N:7][C:6]=2[CH:5]=[C:4]([N:17]2[CH:21]=[CH:20][CH:19]=[N:18]2)[CH:3]=1.[N:22]1[CH:27]=[CH:26][CH:25]=[C:24](B(O)O)[CH:23]=1.[O-]P([O-])([O-])=O.[K+].[K+].[K+]. (5) Given the product [O:1]=[C:2]1[CH:7]=[C:6]([O:8][S:25]([C:24]([F:37])([F:36])[F:23])(=[O:27])=[O:26])[CH2:5][CH2:4][N:3]1[C:9]([O:11][C:12]([CH3:15])([CH3:14])[CH3:13])=[O:10], predict the reactants needed to synthesize it. The reactants are: [O:1]=[C:2]1[CH2:7][C:6](=[O:8])[CH2:5][CH2:4][N:3]1[C:9]([O:11][C:12]([CH3:15])([CH3:14])[CH3:13])=[O:10].CCN(CC)CC.[F:23][C:24]([F:37])([F:36])[S:25](O[S:25]([C:24]([F:37])([F:36])[F:23])(=[O:27])=[O:26])(=[O:27])=[O:26]. (6) Given the product [C:16]([O:20][C:21]([N:23]1[CH2:28][CH2:27][CH:26]([NH:29][C:11]2[C:6]([CH2:5][C:4]([O:3][CH2:1][CH3:2])=[O:15])=[C:7]([Cl:14])[N:8]=[C:9]([Cl:13])[N:10]=2)[CH2:25][CH2:24]1)=[O:22])([CH3:19])([CH3:17])[CH3:18], predict the reactants needed to synthesize it. The reactants are: [CH2:1]([O:3][C:4](=[O:15])[CH2:5][C:6]1[C:7]([Cl:14])=[N:8][C:9]([Cl:13])=[N:10][C:11]=1Cl)[CH3:2].[C:16]([O:20][C:21]([N:23]1[CH2:28][CH2:27][CH:26]([NH2:29])[CH2:25][CH2:24]1)=[O:22])([CH3:19])([CH3:18])[CH3:17].C(N(CC)CC)C. (7) Given the product [O:1]=[C:2]1[NH:6][C:5]2[CH:7]=[CH:8][C:9]([C:11]([NH2:15])=[O:13])=[CH:10][C:4]=2[O:3]1, predict the reactants needed to synthesize it. The reactants are: [O:1]=[C:2]1[NH:6][C:5]2[CH:7]=[CH:8][C:9]([C:11]([OH:13])=O)=[CH:10][C:4]=2[O:3]1.C[N:15](C)C=O.S(Cl)(Cl)=O.[OH-].[NH4+].